Dataset: Full USPTO retrosynthesis dataset with 1.9M reactions from patents (1976-2016). Task: Predict the reactants needed to synthesize the given product. (1) Given the product [CH3:14][Si:13]([C:11]#[C:12][C:2]1[N:6]2[CH:7]=[CH:8][N:9]=[CH:10][C:5]2=[N:4][CH:3]=1)([CH3:16])[CH3:15], predict the reactants needed to synthesize it. The reactants are: Br[C:2]1[N:6]2[CH:7]=[CH:8][N:9]=[CH:10][C:5]2=[N:4][CH:3]=1.[C:11]([Si:13]([CH3:16])([CH3:15])[CH3:14])#[CH:12].C(N(C(C)C)CC)(C)C. (2) The reactants are: [N+:1]([C:4]1[CH:8]=[CH:7][NH:6][N:5]=1)([O-:3])=[O:2].Cl[C:10]1[C:15]([Cl:16])=[CH:14][CH:13]=[CH:12][N:11]=1.C(=O)([O-])[O-].[K+].[K+].O. Given the product [Cl:16][C:15]1[C:10]([N:6]2[CH:7]=[CH:8][C:4]([N+:1]([O-:3])=[O:2])=[N:5]2)=[N:11][CH:12]=[CH:13][CH:14]=1, predict the reactants needed to synthesize it.